This data is from Full USPTO retrosynthesis dataset with 1.9M reactions from patents (1976-2016). The task is: Predict the reactants needed to synthesize the given product. (1) Given the product [CH:22]1([C@H:20]([NH:19][C:8]2[N:7]=[C:6]([C:26]#[N:27])[N:5]=[C:4]3[C:9]=2[N:10]([CH2:11][C@H:12]2[CH2:17][CH2:16][C@H:15]([CH3:18])[CH2:14][CH2:13]2)[C:2]([C:36]([C:38]2[CH:43]=[CH:42][CH:41]=[CH:40][CH:39]=2)=[CH2:37])=[N:3]3)[CH3:21])[CH2:23][CH2:24][CH2:25]1, predict the reactants needed to synthesize it. The reactants are: Br[C:2]1[N:10]([CH2:11][C@H:12]2[CH2:17][CH2:16][C@H:15]([CH3:18])[CH2:14][CH2:13]2)[C:9]2[C:4](=[N:5][C:6]([C:26]#[N:27])=[N:7][C:8]=2[NH:19][C@@H:20]([CH:22]2[CH2:25][CH2:24][CH2:23]2)[CH3:21])[N:3]=1.CC1(C)C(C)(C)OB([C:36]([C:38]2[CH:43]=[CH:42][CH:41]=[CH:40][CH:39]=2)=[CH2:37])O1.P([O-])([O-])([O-])=O.[K+].[K+].[K+]. (2) Given the product [OH2:1].[OH:26][P:22]([O:25][P:22]([OH:25])([OH:24])=[O:23])(=[O:24])[OH:23].[OH:1][CH2:2][C@H:3]1[CH2:7][CH2:6][CH2:5][N:4]1[CH2:8][CH2:9][C:10]1[NH:11][C:12](=[O:21])[C:13]2[C:18]([CH:19]=1)=[C:17]([CH3:20])[CH:16]=[CH:15][CH:14]=2, predict the reactants needed to synthesize it. The reactants are: [OH:1][CH2:2][C@H:3]1[CH2:7][CH2:6][CH2:5][N:4]1[CH2:8][CH2:9][C:10]1[NH:11][C:12](=[O:21])[C:13]2[C:18]([CH:19]=1)=[C:17]([CH3:20])[CH:16]=[CH:15][CH:14]=2.[P:22](=[O:26])([OH:25])([OH:24])[OH:23]. (3) Given the product [CH2:1]([O:4][C@H:5]1[C:13]2[C:8](=[CH:9][C:10]([O:14][CH3:15])=[CH:11][CH:12]=2)[C@@H:7]([NH:16][CH2:17][C@@H:18]([OH:30])[C@@H:19]([NH:29][C:41](=[O:42])[C@@H:40]([N:37]2[CH2:38][CH2:39][C@H:35]([CH2:31][CH2:32][CH2:33][CH3:34])[C:36]2=[O:47])[CH2:44][CH:45]=[CH2:46])[CH2:20][C:21]2[CH:22]=[C:23]([F:28])[CH:24]=[C:25]([F:27])[CH:26]=2)[CH2:6]1)[CH:2]=[CH2:3], predict the reactants needed to synthesize it. The reactants are: [CH2:1]([O:4][C@H:5]1[C:13]2[C:8](=[CH:9][C:10]([O:14][CH3:15])=[CH:11][CH:12]=2)[C@@H:7]([NH:16][CH2:17][C@@H:18]([OH:30])[C@@H:19]([NH2:29])[CH2:20][C:21]2[CH:26]=[C:25]([F:27])[CH:24]=[C:23]([F:28])[CH:22]=2)[CH2:6]1)[CH:2]=[CH2:3].[CH2:31]([C@H:35]1[CH2:39][CH2:38][N:37]([C@@H:40]([CH2:44][CH:45]=[CH2:46])[C:41](O)=[O:42])[C:36]1=[O:47])[CH2:32][CH2:33][CH3:34].C(Cl)CCl.C1C=CC2N(O)N=NC=2C=1.CCN(C(C)C)C(C)C. (4) Given the product [NH:3]1[C:4]2[C:9](=[CH:8][CH:7]=[CH:6][CH:5]=2)[CH:10]=[C:2]1[CH2:1][CH2:15][CH2:16][CH2:17][CH2:18][CH2:19][OH:20], predict the reactants needed to synthesize it. The reactants are: [CH3:1][C:2]1[C:10](C)(C)[C:9]2[C:4](=[CH:5][CH:6]=[CH:7][CH:8]=2)[N:3]=1.BrC[CH2:15][CH2:16][CH2:17][CH2:18][CH2:19][OH:20].C(N(C(C)C)CC)(C)C. (5) Given the product [C:23]([O:12][CH2:11][CH2:10][O:9][CH2:8][CH2:7][O:6][CH2:5][CH2:4][O:3][CH2:2][CH2:1][OH:13])([CH3:29])([CH3:28])[CH3:24], predict the reactants needed to synthesize it. The reactants are: [CH2:1]([OH:13])[CH2:2][O:3][CH2:4][CH2:5][O:6][CH2:7][CH2:8][O:9][CH2:10][CH2:11][OH:12].CCN(C(C)C)C(C)C.[C:23]1([C:29](C2C=CC=CC=2)(C2C=CC=CC=2)Cl)[CH:28]=CC=C[CH:24]=1. (6) Given the product [Cl:13][C:14]1[N:15]=[CH:16][C:17]([C:18]([NH:6][C:5]2[C:4]([CH3:12])=[CH:3][C:2]([Cl:1])=[CH:8][C:7]=2[N+:9]([O-:11])=[O:10])=[O:19])=[CH:21][CH:22]=1, predict the reactants needed to synthesize it. The reactants are: [Cl:1][C:2]1[CH:8]=[C:7]([N+:9]([O-:11])=[O:10])[C:5]([NH2:6])=[C:4]([CH3:12])[CH:3]=1.[Cl:13][C:14]1[CH:22]=[CH:21][C:17]([C:18](Cl)=[O:19])=[CH:16][N:15]=1.